This data is from Reaction yield outcomes from USPTO patents with 853,638 reactions. The task is: Predict the reaction yield, written as a fraction of the theoretical maximum amount of product (1.0 means a 100% yield; for example, 0.34 means a 34% yield). (1) The reactants are C[O:2][C:3](=O)[CH:4]([CH3:20])[CH2:5][C@H:6]1[CH2:10][C:9](=[O:11])[N:8]([C@H:12]([C:14]2[CH:19]=[CH:18][CH:17]=[CH:16][CH:15]=2)[CH3:13])[CH2:7]1.[BH4-].[Na+].C(O)(=O)CC(CC(O)=O)(C(O)=O)O.O. The catalyst is CCO. The product is [OH:2][CH2:3][CH:4]([CH3:20])[CH2:5][C@@H:6]1[CH2:7][N:8]([C@H:12]([C:14]2[CH:15]=[CH:16][CH:17]=[CH:18][CH:19]=2)[CH3:13])[C:9](=[O:11])[CH2:10]1. The yield is 0.590. (2) The reactants are [C:1]([C:5]1[C:13]2[C:8](=[CH:9][CH:10]=[C:11]([N+:14]([O-])=O)[CH:12]=2)[NH:7][CH:6]=1)([CH3:4])([CH3:3])[CH3:2]. The catalyst is CO.[Ni]. The yield is 0.190. The product is [C:1]([C:5]1[C:13]2[C:8](=[CH:9][CH:10]=[C:11]([NH2:14])[CH:12]=2)[NH:7][CH:6]=1)([CH3:4])([CH3:2])[CH3:3]. (3) The yield is 0.950. The reactants are [N+:1]([C:4]1[N:9]=[CH:8][C:7]([N:10]2[CH2:15][CH2:14][N:13]([C:16]([O:18][C:19]([CH3:22])([CH3:21])[CH3:20])=[O:17])[CH2:12][C:11]2=[O:23])=[CH:6][CH:5]=1)([O-])=O. The product is [NH2:1][C:4]1[N:9]=[CH:8][C:7]([N:10]2[CH2:15][CH2:14][N:13]([C:16]([O:18][C:19]([CH3:21])([CH3:20])[CH3:22])=[O:17])[CH2:12][C:11]2=[O:23])=[CH:6][CH:5]=1. The catalyst is CO.[Pd]. (4) The reactants are [N+:1]([C:4]1[C:13]2[C:8](=[CH:9][CH:10]=[CH:11][CH:12]=2)[C:7]([O:14][CH2:15][CH2:16][C:17]2[CH:22]=[CH:21][N:20]=[C:19]([NH:23][C:24](=[O:30])[O:25][C:26]([CH3:29])([CH3:28])[CH3:27])[CH:18]=2)=[CH:6][CH:5]=1)([O-])=O.CCO.C([O-])(O)=O.[Na+]. The catalyst is CC(O)=O.[Fe]. The product is [NH2:1][C:4]1[C:13]2[C:8](=[CH:9][CH:10]=[CH:11][CH:12]=2)[C:7]([O:14][CH2:15][CH2:16][C:17]2[CH:22]=[CH:21][N:20]=[C:19]([NH:23][C:24](=[O:30])[O:25][C:26]([CH3:28])([CH3:27])[CH3:29])[CH:18]=2)=[CH:6][CH:5]=1. The yield is 0.950. (5) The reactants are [CH3:1][O:2][C:3](=[O:12])[C:4](=[CH:8]N(C)C)[C:5](=O)[CH3:6].Cl.[C:14]([NH:18][NH2:19])([CH3:17])([CH3:16])[CH3:15].C([O-])(=O)C.[Na+].ClCCl. The catalyst is C(O)C. The product is [CH3:1][O:2][C:3]([C:4]1[CH:8]=[N:19][N:18]([C:14]([CH3:17])([CH3:16])[CH3:15])[C:5]=1[CH3:6])=[O:12]. The yield is 0.710. (6) The product is [CH2:16]([O:8][C:7]1[C:2]([Cl:1])=[N:3][CH:4]=[CH:5][CH:6]=1)[C:17]1[CH:22]=[CH:21][CH:20]=[CH:19][CH:18]=1. The catalyst is CC(C)=O. The reactants are [Cl:1][C:2]1[C:7]([OH:8])=[CH:6][CH:5]=[CH:4][N:3]=1.C([O-])([O-])=O.[K+].[K+].Br[CH2:16][C:17]1[CH:22]=[CH:21][CH:20]=[CH:19][CH:18]=1. The yield is 0.800. (7) The reactants are [Br:1][C:2]1[CH:3]=[C:4]([C:8]2([C:20]3[CH:21]=[C:22]([CH:28]=[CH:29][CH:30]=3)[C:23]([N:25]([CH3:27])[CH3:26])=[O:24])[C:12]3=[N:13][CH2:14][C:15]([F:18])([F:17])[CH2:16][N:11]3[C:10](=S)[NH:9]2)[CH:5]=[CH:6][CH:7]=1.[OH-].[NH4+:32].C(OO)(C)(C)C. The catalyst is CO. The product is [NH2:32][C:10]1[N:11]2[CH2:16][C:15]([F:18])([F:17])[CH2:14][N:13]=[C:12]2[C:8]([C:20]2[CH:21]=[C:22]([CH:28]=[CH:29][CH:30]=2)[C:23]([N:25]([CH3:27])[CH3:26])=[O:24])([C:4]2[CH:5]=[CH:6][CH:7]=[C:2]([Br:1])[CH:3]=2)[N:9]=1. The yield is 1.00.